This data is from Full USPTO retrosynthesis dataset with 1.9M reactions from patents (1976-2016). The task is: Predict the reactants needed to synthesize the given product. Given the product [C:1]([O:49][C@@:14]([CH3:48])([C:15](=[O:47])[C@@H:16]([NH:24][C:25](=[O:46])[C@@H:26]([NH:30][C:31](=[O:45])[C@@H:32]([NH:36][C:37]([C:39]1[S:43][C:42]([CH3:44])=[N:41][CH:40]=1)=[O:38])[CH2:33][O:34][CH3:35])[CH2:27][O:28][CH3:29])[CH2:17][C:18]1[CH:23]=[CH:22][CH:21]=[CH:20][CH:19]=1)[CH2:13][O:12][S:9]([CH3:8])(=[O:10])=[O:11])(=[O:3])[CH3:2], predict the reactants needed to synthesize it. The reactants are: [C:1](OC(=O)C)(=[O:3])[CH3:2].[CH3:8][S:9]([O:12][CH2:13][C@:14]([OH:49])([CH3:48])[C:15](=[O:47])[C@@H:16]([NH:24][C:25](=[O:46])[C@@H:26]([NH:30][C:31](=[O:45])[C@@H:32]([NH:36][C:37]([C:39]1[S:43][C:42]([CH3:44])=[N:41][CH:40]=1)=[O:38])[CH2:33][O:34][CH3:35])[CH2:27][O:28][CH3:29])[CH2:17][C:18]1[CH:23]=[CH:22][CH:21]=[CH:20][CH:19]=1)(=[O:11])=[O:10].